Dataset: NCI-60 drug combinations with 297,098 pairs across 59 cell lines. Task: Regression. Given two drug SMILES strings and cell line genomic features, predict the synergy score measuring deviation from expected non-interaction effect. (1) Drug 1: CC(C)NC(=O)C1=CC=C(C=C1)CNNC.Cl. Drug 2: C1C(C(OC1N2C=NC3=C2NC=NCC3O)CO)O. Cell line: MDA-MB-231. Synergy scores: CSS=5.24, Synergy_ZIP=-2.32, Synergy_Bliss=-1.64, Synergy_Loewe=0.937, Synergy_HSA=0.355. (2) Drug 1: C1=CC(=C2C(=C1NCCNCCO)C(=O)C3=C(C=CC(=C3C2=O)O)O)NCCNCCO. Drug 2: C1=C(C(=O)NC(=O)N1)F. Cell line: HCT116. Synergy scores: CSS=67.3, Synergy_ZIP=-3.25, Synergy_Bliss=-4.64, Synergy_Loewe=-0.263, Synergy_HSA=1.97.